Dataset: Full USPTO retrosynthesis dataset with 1.9M reactions from patents (1976-2016). Task: Predict the reactants needed to synthesize the given product. (1) Given the product [CH2:1]([N:8]([CH2:9][C@@H:10]1[CH2:14][O:13][C:12]([CH3:16])([CH3:15])[O:11]1)[CH2:37][C:28]1[C:29]2[N:30]=[CH:31][N:32]=[C:33]([O:35][CH3:36])[C:34]=2[N:26]([CH2:25][O:24][CH2:17][C:18]2[CH:23]=[CH:22][CH:21]=[CH:20][CH:19]=2)[CH:27]=1)[C:2]1[CH:3]=[CH:4][CH:5]=[CH:6][CH:7]=1, predict the reactants needed to synthesize it. The reactants are: [CH2:1]([NH:8][CH2:9][C@@H:10]1[CH2:14][O:13][C:12]([CH3:16])([CH3:15])[O:11]1)[C:2]1[CH:7]=[CH:6][CH:5]=[CH:4][CH:3]=1.[CH2:17]([O:24][CH2:25][N:26]1[C:34]2[C:33]([O:35][CH3:36])=[N:32][CH:31]=[N:30][C:29]=2[C:28]([CH:37]=O)=[CH:27]1)[C:18]1[CH:23]=[CH:22][CH:21]=[CH:20][CH:19]=1.C(O[BH-](OC(=O)C)OC(=O)C)(=O)C.[Na+].[O-]S([O-])(=O)=O.[Mg+2]. (2) Given the product [CH2:19]([O:21][C:22]1[CH:23]=[C:24]([CH:25]2[C:9]([C:10]3[CH:15]=[CH:14][CH:13]=[C:12]([O:16][CH3:17])[CH:11]=3)=[C:8]([C:5]3[CH:6]=[CH:7][C:2]([F:1])=[CH:3][CH:4]=3)[NH:37][C:35](=[O:36])[NH:34]2)[CH:27]=[C:28]([N+:31]([O-:33])=[O:32])[C:29]=1[OH:30])[CH3:20], predict the reactants needed to synthesize it. The reactants are: [F:1][C:2]1[CH:7]=[CH:6][C:5]([C:8](=O)[CH2:9][C:10]2[CH:15]=[CH:14][CH:13]=[C:12]([O:16][CH3:17])[CH:11]=2)=[CH:4][CH:3]=1.[CH2:19]([O:21][C:22]1[CH:23]=[C:24]([CH:27]=[C:28]([N+:31]([O-:33])=[O:32])[C:29]=1[OH:30])[CH:25]=O)[CH3:20].[NH2:34][C:35]([NH2:37])=[O:36].Cl. (3) Given the product [Br:1][C:2]1[S:10][C:9]2[C:8](=[O:11])[N:7]([CH:12]3[CH2:17][CH2:16][N:15]([C:18]([O:20][C:21]([CH3:22])([CH3:24])[CH3:23])=[O:19])[CH2:14][CH2:13]3)[C:6](=[O:25])[N:5]([CH2:33][C:34]3[O:38][N:37]=[C:36]([CH2:39][CH3:40])[N:35]=3)[C:4]=2[CH:3]=1, predict the reactants needed to synthesize it. The reactants are: [Br:1][C:2]1[S:10][C:9]2[C:8](=[O:11])[N:7]([CH:12]3[CH2:17][CH2:16][N:15]([C:18]([O:20][C:21]([CH3:24])([CH3:23])[CH3:22])=[O:19])[CH2:14][CH2:13]3)[C:6](=[O:25])[NH:5][C:4]=2[CH:3]=1.C(=O)([O-])[O-].[K+].[K+].Cl[CH2:33][C:34]1[O:38][N:37]=[C:36]([CH2:39][CH3:40])[N:35]=1. (4) Given the product [O:3]1[CH2:8][CH2:7][CH2:6][CH2:5][CH:4]1[N:9]1[C:13]([C:14]2[S:15][CH:16]=[C:17]([C:19]([OH:21])=[O:20])[N:18]=2)=[CH:12][C:11]([C:23]([F:24])([F:25])[F:26])=[N:10]1, predict the reactants needed to synthesize it. The reactants are: [OH-].[Na+].[O:3]1[CH2:8][CH2:7][CH2:6][CH2:5][CH:4]1[N:9]1[C:13]([C:14]2[S:15][CH:16]=[C:17]([C:19]([O:21]C)=[O:20])[N:18]=2)=[CH:12][C:11]([C:23]([F:26])([F:25])[F:24])=[N:10]1.Cl. (5) Given the product [CH:27]([N:18]1[CH2:17][CH:16]2[NH:11][CH:12]([CH2:13][O:14][CH2:15]2)[CH2:19]1)([CH3:29])[CH3:28], predict the reactants needed to synthesize it. The reactants are: C(OC([N:11]1[CH:16]2[CH2:17][NH:18][CH2:19][CH:12]1[CH2:13][O:14][CH2:15]2)=O)C1C=CC=CC=1.C([O-])([O-])=O.[K+].[K+].I[CH:27]([CH3:29])[CH3:28]. (6) Given the product [C:29]([C:17]1[C:18]([C:20]2[CH:21]=[N:22][N:23]3[CH:28]=[CH:27][CH:26]=[CH:25][C:24]=23)=[N:19][C:14]([NH:13][C:11]2[C:10]([O:31][CH3:32])=[CH:9][C:8]([N:33]3[CH2:36][CH:35]([N:37]([CH3:38])[CH3:39])[CH2:34]3)=[C:7]([NH:6][C:1](=[O:4])[CH:2]=[CH2:3])[CH:12]=2)=[N:15][CH:16]=1)#[N:30], predict the reactants needed to synthesize it. The reactants are: [C:1](Cl)(=[O:4])[CH:2]=[CH2:3].[NH2:6][C:7]1[C:8]([N:33]2[CH2:36][CH:35]([N:37]([CH3:39])[CH3:38])[CH2:34]2)=[CH:9][C:10]([O:31][CH3:32])=[C:11]([NH:13][C:14]2[N:19]=[C:18]([C:20]3[CH:21]=[N:22][N:23]4[CH:28]=[CH:27][CH:26]=[CH:25][C:24]=34)[C:17]([C:29]#[N:30])=[CH:16][N:15]=2)[CH:12]=1. (7) Given the product [CH2:19]([C:21]1[S:25][C:24]([CH2:26][NH:1][C@H:2]2[CH2:6][CH2:5][N:4]([C:7]3[C:12]([C:13]([O:15][CH:16]([CH3:18])[CH3:17])=[O:14])=[CH:11][CH:10]=[CH:9][N:8]=3)[CH2:3]2)=[CH:23][CH:22]=1)[CH3:20], predict the reactants needed to synthesize it. The reactants are: [NH2:1][C@H:2]1[CH2:6][CH2:5][N:4]([C:7]2[C:12]([C:13]([O:15][CH:16]([CH3:18])[CH3:17])=[O:14])=[CH:11][CH:10]=[CH:9][N:8]=2)[CH2:3]1.[CH2:19]([C:21]1[S:25][C:24]([CH:26]=O)=[CH:23][CH:22]=1)[CH3:20].[BH-](OC(C)=O)(OC(C)=O)OC(C)=O.[Na+]. (8) Given the product [C:18]1([CH3:21])[CH:19]=[CH:20][C:15]([N:12]2[C:11]3[CH:10]=[CH:9][CH:8]=[CH:7][C:6]=3[C:5]3[C:13]2=[CH:1][CH:2]=[CH:3][CH:4]=3)=[CH:16][CH:17]=1, predict the reactants needed to synthesize it. The reactants are: [CH:1]1[C:13]2[NH:12][C:11]3[C:6](=[CH:7][CH:8]=[CH:9][CH:10]=3)[C:5]=2[CH:4]=[CH:3][CH:2]=1.I[C:15]1[CH:20]=[CH:19][C:18]([CH3:21])=[CH:17][CH:16]=1.C1OCCOCCOCCOCCOCCOC1.C(=O)([O-])[O-].[K+].[K+]. (9) Given the product [C:1]([C:5]1[CH:22]=[CH:21][C:8]([C:9]([NH:11][C:12]2[CH:16]=[CH:15][S:14][C:13]=2[C:17]([OH:19])=[O:18])=[O:10])=[CH:7][CH:6]=1)([CH3:4])([CH3:2])[CH3:3], predict the reactants needed to synthesize it. The reactants are: [C:1]([C:5]1[CH:22]=[CH:21][C:8]([C:9]([NH:11][C:12]2[CH:16]=[CH:15][S:14][C:13]=2[C:17]([O:19]C)=[O:18])=[O:10])=[CH:7][CH:6]=1)([CH3:4])([CH3:3])[CH3:2].[OH-].[Na+].Cl. (10) Given the product [ClH:22].[CH3:1][O:2][C:3](=[O:23])[C@@H:4]([N:8]1[C:14](=[O:15])[CH2:13][CH2:12][N:11]([C:16]2[CH:21]=[CH:20][CH:19]=[C:18]([Cl:22])[CH:17]=2)[CH2:10][CH2:9]1)[CH2:5][CH2:6][N:29]1[CH2:30][CH2:31][C:26]2([CH2:24][CH2:25]2)[C@H:27]([OH:32])[CH2:28]1, predict the reactants needed to synthesize it. The reactants are: [CH3:1][O:2][C:3](=[O:23])[C@@H:4]([N:8]1[C:14](=[O:15])[CH2:13][CH2:12][N:11]([C:16]2[CH:21]=[CH:20][CH:19]=[C:18]([Cl:22])[CH:17]=2)[CH2:10][CH2:9]1)[CH2:5][CH:6]=O.[CH2:24]1[C:26]2([CH2:31][CH2:30][NH:29][CH2:28][C@H:27]2[OH:32])[CH2:25]1.